This data is from Forward reaction prediction with 1.9M reactions from USPTO patents (1976-2016). The task is: Predict the product of the given reaction. (1) Given the reactants [C:1]([C:4]1[CH:12]=[CH:11][C:7]([C:8]([OH:10])=[O:9])=[CH:6][CH:5]=1)(=O)[CH3:2].[N:13]1[NH:14][C:15](=[O:19])[CH:16]=CC=1, predict the reaction product. The product is: [O:19]=[C:15]1[NH:14][N:13]=[C:1]([C:4]2[CH:12]=[CH:11][C:7]([C:8]([OH:10])=[O:9])=[CH:6][CH:5]=2)[CH:2]=[CH:16]1. (2) Given the reactants [NH2:1][C:2]1[CH:10]=[CH:9][C:5]([C:6](O)=[O:7])=[CH:4][C:3]=1[CH3:11].Cl.[CH2:13]([N:15]=C=NCCCN(C)C)C.Cl.CN.C(=O)([O-])O.[Na+], predict the reaction product. The product is: [NH2:1][C:2]1[CH:10]=[CH:9][C:5]([C:6]([NH:15][CH3:13])=[O:7])=[CH:4][C:3]=1[CH3:11]. (3) Given the reactants COC1C=C(C=C(OC)C=1)C=O.BrC1C=CC=CC=1.C([Li])CCC.O1[C:30]2[CH:31]=[CH:32][C:33]([CH:35]([C:37]3[CH:42]=[C:41]([O:43][CH3:44])[CH:40]=[C:39]([O:45][CH3:46])[CH:38]=3)[OH:36])=[CH:34][C:29]=2OCC1, predict the reaction product. The product is: [CH3:46][O:45][C:39]1[CH:38]=[C:37]([CH:35]([C:33]2[CH:34]=[CH:29][CH:30]=[CH:31][CH:32]=2)[OH:36])[CH:42]=[C:41]([O:43][CH3:44])[CH:40]=1. (4) Given the reactants Br[CH:2]1[C:5]2[CH:6]=[CH:7][CH:8]=[CH:9][C:4]=2[CH2:3]1.[CH2:10]([OH:13])[CH2:11][OH:12].O, predict the reaction product. The product is: [CH:2]1([O:12][CH2:11][CH2:10][OH:13])[C:5]2[CH:6]=[CH:7][CH:8]=[CH:9][C:4]=2[CH2:3]1. (5) Given the reactants [Cl:1][C:2]1[CH:3]=[CH:4][C:5]2[N:6]([C:8]([CH2:11][C:12]3[CH:22]=[CH:21][C:15]4[N:16]=[C:17]([S:19][CH3:20])[S:18][C:14]=4[CH:13]=3)=[CH:9][N:10]=2)[N:7]=1.C1C=C(Cl)C=C(C(OO)=[O:31])C=1.[O-]S([O-])(=S)=O.[Na+].[Na+], predict the reaction product. The product is: [Cl:1][C:2]1[CH:3]=[CH:4][C:5]2[N:6]([C:8]([CH2:11][C:12]3[CH:22]=[CH:21][C:15]4[N:16]=[C:17]([S:19]([CH3:20])=[O:31])[S:18][C:14]=4[CH:13]=3)=[CH:9][N:10]=2)[N:7]=1.